Dataset: Catalyst prediction with 721,799 reactions and 888 catalyst types from USPTO. Task: Predict which catalyst facilitates the given reaction. (1) Reactant: [O:1]=[C:2]1[CH:7]=[C:6]([C:8]([O:10][CH3:11])=[O:9])[CH:5]=[CH:4][NH:3]1.[Br:12][CH2:13][CH:14]([F:18])[CH2:15][CH2:16]Br.C([O-])([O-])=O.[K+].[K+]. Product: [Br:12][CH2:13][CH:14]([F:18])[CH2:15][CH2:16][N:3]1[CH:4]=[CH:5][C:6]([C:8]([O:10][CH3:11])=[O:9])=[CH:7][C:2]1=[O:1]. The catalyst class is: 3. (2) Reactant: C[CH:2]1[CH2:8][C:7](=[O:9])[O:6][C:4](=[O:5])[CH2:3]1.[N:10]1([CH:16]2CCCN2CC(O)=O)[CH2:15][CH2:14][NH:13][CH2:12][CH2:11]1. Product: [CH3:16][N:10]1[CH2:15][CH2:14][N:13]([C:7](=[O:9])[CH2:8][CH2:2][CH2:3][C:4]([OH:6])=[O:5])[CH2:12][CH2:11]1. The catalyst class is: 12. (3) Product: [CH2:20]([O:24][C:13]1[CH:18]=[C:17]([O:10][CH:5]([CH:4]([Cl:11])[Cl:3])[C:6]([CH3:9])([CH3:8])[CH3:7])[N:16]=[CH:15][N:14]=1)[C:21]#[C:22][CH3:23]. Reactant: [H-].[Na+].[Cl:3][CH:4]([Cl:11])[CH:5]([OH:10])[C:6]([CH3:9])([CH3:8])[CH3:7].Cl[C:13]1[CH:18]=[C:17](Cl)[N:16]=[CH:15][N:14]=1.[CH2:20]([OH:24])[C:21]#[C:22][CH3:23].[Cl-].[NH4+]. The catalyst class is: 7.